From a dataset of Full USPTO retrosynthesis dataset with 1.9M reactions from patents (1976-2016). Predict the reactants needed to synthesize the given product. (1) Given the product [CH2:34]([NH:41][C:18]1[C:13]2[C:12]([OH:20])=[CH:11][C:10](=[O:26])[N:9]([O:8][CH2:1][C:2]3[CH:3]=[CH:4][CH:5]=[CH:6][CH:7]=3)[C:14]=2[N:15]=[CH:16][N:17]=1)[C:35]1[CH:40]=[CH:39][CH:38]=[CH:37][CH:36]=1, predict the reactants needed to synthesize it. The reactants are: [CH2:1]([O:8][N:9]1[C:14]2[N:15]=[CH:16][N:17]=[C:18](Cl)[C:13]=2[C:12]([OH:20])=[C:11](C(OCC)=O)[C:10]1=[O:26])[C:2]1[CH:7]=[CH:6][CH:5]=[CH:4][CH:3]=1.C(N(CC)CC)C.[CH2:34]([NH2:41])[C:35]1[CH:40]=[CH:39][CH:38]=[CH:37][CH:36]=1. (2) Given the product [Cl:4][CH2:3][CH2:2][O:14][C:11]1[CH:12]=[CH:13][N:8]2[N:7]=[C:6]([CH3:5])[C:15]([C:16]3[S:17][C:18]([C:27]4[N:31]=[CH:30][N:29]([CH:32]5[CH2:37][CH2:36][CH2:35][CH2:34][O:33]5)[N:28]=4)=[C:19]([C:21]4[CH:22]=[CH:23][CH:24]=[CH:25][CH:26]=4)[N:20]=3)=[C:9]2[CH:10]=1, predict the reactants needed to synthesize it. The reactants are: Br[CH2:2][CH2:3][Cl:4].[CH3:5][C:6]1[C:15]([C:16]2[S:17][C:18]([C:27]3[N:31]=[CH:30][N:29]([CH:32]4[CH2:37][CH2:36][CH2:35][CH2:34][O:33]4)[N:28]=3)=[C:19]([C:21]3[CH:26]=[CH:25][CH:24]=[CH:23][CH:22]=3)[N:20]=2)=[C:9]2[CH:10]=[C:11]([OH:14])[CH:12]=[CH:13][N:8]2[N:7]=1.C(=O)([O-])[O-].[Cs+].[Cs+]. (3) Given the product [CH3:16][C:11]1([CH3:12])[C:10]2[C:9]3[N:8]([C:7](=[O:22])[C:6](=[O:23])[N:5]([CH2:35][CH:33]([OH:37])[CH:36]([OH:39])[CH:28]([OH:29])[CH2:27][OH:45])[C:14]=3[CH:13]=[C:2]([CH3:24])[C:3]=2[CH3:4])[CH2:17][CH2:18]1, predict the reactants needed to synthesize it. The reactants are: C[C:2]1([CH3:24])[C:13]2[C:14]3[N:5]([C:6](=[O:23])[C:7](=[O:22])[N:8]([CH2:17]/[CH:18]=C/C=C)[C:9]=3[CH:10]=[C:11]([CH3:16])[C:12]=2C)[CH2:4][CH2:3]1.C[N+]1([O-])CC[O:29][CH2:28][CH2:27]1.[C:33]([O:37]O)([CH3:36])([CH3:35])C.[OH:39]S([O-])(=O)=O.[Na+].[OH2:45]. (4) Given the product [CH2:24]([O:3][C:1]([C@H:9]1[CH2:10][CH2:11][CH2:12][N:7]([C:13]([O:15][CH2:16][C:17]2[CH:22]=[CH:21][CH:20]=[CH:19][CH:18]=2)=[O:14])[CH2:8]1)=[O:4])[CH3:25], predict the reactants needed to synthesize it. The reactants are: [C:1]([O-:4])([O-:3])=O.[K+].[K+].[NH:7]1[CH2:12][CH2:11][CH2:10][CH2:9][CH2:8]1.[C:13](Cl)([O:15][CH2:16][C:17]1[CH:22]=[CH:21][CH:20]=[CH:19][CH:18]=1)=[O:14].[CH2:24]1COC[CH2:25]1.O. (5) The reactants are: C[O:2][C:3]([C:5]1[CH:6]=[N:7][C:8]([O:11][C:12]2[CH:17]=[CH:16][CH:15]=[CH:14][CH:13]=2)=[N:9][CH:10]=1)=[O:4].[Li+].[OH-]. Given the product [O:11]([C:8]1[N:7]=[CH:6][C:5]([C:3]([OH:4])=[O:2])=[CH:10][N:9]=1)[C:12]1[CH:13]=[CH:14][CH:15]=[CH:16][CH:17]=1, predict the reactants needed to synthesize it.